This data is from Reaction yield outcomes from USPTO patents with 853,638 reactions. The task is: Predict the reaction yield, written as a fraction of the theoretical maximum amount of product (1.0 means a 100% yield; for example, 0.34 means a 34% yield). (1) The reactants are [C:1]([C:5]1[CH:6]=[C:7]([OH:13])[CH:8]=[CH:9][C:10]=1[O:11][CH3:12])([CH3:4])([CH3:3])[CH3:2].N1C=CC=CC=1.[C:20](Cl)(=[O:22])[CH3:21]. The yield is 0.0500. The product is [C:1]([C:5]1[C:10]([O:11][CH3:12])=[CH:9][C:8]([C:20](=[O:22])[CH3:21])=[C:7]([OH:13])[CH:6]=1)([CH3:4])([CH3:2])[CH3:3]. The catalyst is ClCCl.C1(C)C=CC=CC=1. (2) The reactants are Br[C:2]1[CH:14]=[C:13]([F:15])[C:5]([C:6]([O:8][C:9]([CH3:12])([CH3:11])[CH3:10])=[O:7])=[C:4]([F:16])[CH:3]=1.CC([N:20](C)C)=O.C(N(CC)CC)C.[Si](N=[N+]=[N-])(C)(C)C. The catalyst is [Cu]Cl.O. The product is [NH2:20][C:2]1[CH:14]=[C:13]([F:15])[C:5]([C:6]([O:8][C:9]([CH3:12])([CH3:11])[CH3:10])=[O:7])=[C:4]([F:16])[CH:3]=1. The yield is 0.710. (3) The reactants are [Cl:1][C:2]1[C:38]([C:39]([F:42])([F:41])[F:40])=[CH:37][CH:36]=[CH:35][C:3]=1[CH2:4][N:5]([CH2:21][CH:22]([C:29]1[CH:34]=[CH:33][CH:32]=[CH:31][CH:30]=1)[C:23]1[CH:28]=[CH:27][CH:26]=[CH:25][CH:24]=1)[CH2:6][CH2:7][CH2:8][O:9][C:10]1[CH:11]=[C:12]([CH2:16][C:17]([NH:19][CH3:20])=O)[CH:13]=[CH:14][CH:15]=1.Cl. The catalyst is C1COCC1. The product is [ClH:1].[Cl:1][C:2]1[C:38]([C:39]([F:40])([F:41])[F:42])=[CH:37][CH:36]=[CH:35][C:3]=1[CH2:4][N:5]([CH2:21][CH:22]([C:23]1[CH:28]=[CH:27][CH:26]=[CH:25][CH:24]=1)[C:29]1[CH:30]=[CH:31][CH:32]=[CH:33][CH:34]=1)[CH2:6][CH2:7][CH2:8][O:9][C:10]1[CH:15]=[CH:14][CH:13]=[C:12]([CH2:16][CH2:17][NH:19][CH3:20])[CH:11]=1. The yield is 0.500. (4) The reactants are C1(P(C2C=CC=CC=2)C2C=CC=CC=2)C=CC=CC=1.BrN1C(=O)CCC1=O.[CH:28]1([CH2:33][CH:34]([C:38]2[CH:43]=[CH:42][C:41]([S:44]([CH3:47])(=[O:46])=[O:45])=[C:40]([F:48])[CH:39]=2)[C:35]([OH:37])=O)[CH2:32][CH2:31][CH2:30][CH2:29]1.[NH2:49][C:50]1[S:51][CH:52]=[CH:53][N:54]=1. The catalyst is C(Cl)Cl. The product is [CH:28]1([CH2:33][CH:34]([C:38]2[CH:43]=[CH:42][C:41]([S:44]([CH3:47])(=[O:46])=[O:45])=[C:40]([F:48])[CH:39]=2)[C:35]([NH:49][C:50]2[S:51][CH:52]=[CH:53][N:54]=2)=[O:37])[CH2:29][CH2:30][CH2:31][CH2:32]1. The yield is 0.640. (5) The reactants are [N:1]([C:4]1[C:5]2[S:25][CH2:24][CH2:23][C:6]=2[N:7]=[C:8]([N:10]2[CH2:15][CH2:14][N:13]([C:16]3[CH:21]=[CH:20][C:19]([Cl:22])=[CH:18][CH:17]=3)[CH2:12][CH2:11]2)[N:9]=1)=[N+]=[N-].[H-].[Al+3].[Li+].[H-].[H-].[H-].[OH-].[Na+].O. The catalyst is O1CCCC1. The product is [Cl:22][C:19]1[CH:18]=[CH:17][C:16]([N:13]2[CH2:12][CH2:11][N:10]([C:8]3[N:9]=[C:4]([NH2:1])[C:5]4[S:25][CH2:24][CH2:23][C:6]=4[N:7]=3)[CH2:15][CH2:14]2)=[CH:21][CH:20]=1. The yield is 0.840. (6) The reactants are [N:1]1[CH:6]=[CH:5][CH:4]=[C:3]2[CH2:7][NH:8][CH2:9][C:2]=12.[H-].[Na+].I[CH2:13][CH3:14]. The catalyst is C1COCC1. The product is [CH2:13]([N:8]1[CH2:7][C:3]2[C:2](=[N:1][CH:6]=[CH:5][CH:4]=2)[CH2:9]1)[CH3:14]. The yield is 0.450. (7) The catalyst is CC(N(C)C)=O.CCOC(C)=O.C(Cl)Cl. The reactants are [Cl:1][C:2]1[N:7]=[C:6](/[CH:8]=[C:9](/[C:11]2[CH:12]=[C:13]([NH:17][S:18]([C:21]3[CH:26]=[C:25]([F:27])[CH:24]=[CH:23][C:22]=3[F:28])(=[O:20])=[O:19])[CH:14]=[CH:15][CH:16]=2)\O)[CH:5]=[CH:4][N:3]=1.C1C(=O)N(Br)C(=O)C1.[CH3:37][C:38]([CH3:43])([CH3:42])[C:39](=[S:41])[NH2:40]. The product is [Cl:1][C:2]1[N:7]=[C:6]([C:8]2[S:41][C:39]([C:38]([CH3:43])([CH3:42])[CH3:37])=[N:40][C:9]=2[C:11]2[CH:12]=[C:13]([NH:17][S:18]([C:21]3[CH:26]=[C:25]([F:27])[CH:24]=[CH:23][C:22]=3[F:28])(=[O:20])=[O:19])[CH:14]=[CH:15][CH:16]=2)[CH:5]=[CH:4][N:3]=1. The yield is 0.810. (8) The reactants are [Cl:1][C:2]1[C:3]([CH3:12])=[CH:4][C:5]2[O:9][N:8]=[C:7]([NH2:10])[C:6]=2[CH:11]=1.[C:13]([O:17][C:18](O[C:18]([O:17][C:13]([CH3:16])([CH3:15])[CH3:14])=[O:19])=[O:19])([CH3:16])([CH3:15])[CH3:14]. The catalyst is C(Cl)Cl.CN(C)C1C=CN=CC=1. The product is [C:13]([O:17][C:18]([N:10]([C:7]1[C:6]2[CH:11]=[C:2]([Cl:1])[C:3]([CH3:12])=[CH:4][C:5]=2[O:9][N:8]=1)[C:18](=[O:19])[O:17][C:13]([CH3:16])([CH3:15])[CH3:14])=[O:19])([CH3:16])([CH3:15])[CH3:14]. The yield is 0.760. (9) The reactants are [CH3:1][C:2]1[CH:3]=[C:4]2[C:9](=[CH:10][CH:11]=1)[N:8]([N:12]=O)[CH2:7][CH:6]([C:14]1[CH:15]=[N:16][C:17]([CH3:20])=[CH:18][CH:19]=1)[CH2:5]2.[Cl-].[NH4+].O.[CH3:24][C:25]([CH3:27])=O. The yield is 0.910. The product is [CH3:1][C:2]1[CH:3]=[C:4]2[C:9](=[CH:10][CH:11]=1)[N:8]([N:12]=[C:25]([CH3:27])[CH3:24])[CH2:7][CH:6]([C:14]1[CH:15]=[N:16][C:17]([CH3:20])=[CH:18][CH:19]=1)[CH2:5]2. The catalyst is [Zn]. (10) The reactants are [NH2:1][C:2]1[N:10]=[C:9]([NH2:11])[CH:8]=[CH:7][C:3]=1[C:4]([OH:6])=O.Cl.C(N=C=NCCCN(C)C)C.ON1C2C=CC=CC=2N=N1.[CH2:34]([O:41][C:42]1[S:46][C:45]([CH2:47][NH2:48])=[CH:44][CH:43]=1)[C:35]1[CH:40]=[CH:39][CH:38]=[CH:37][CH:36]=1. The catalyst is CS(C)=O.[Cl-].[Na+].O. The product is [NH2:1][C:2]1[N:10]=[C:9]([NH2:11])[CH:8]=[CH:7][C:3]=1[C:4]([NH:48][CH2:47][C:45]1[S:46][C:42]([O:41][CH2:34][C:35]2[CH:40]=[CH:39][CH:38]=[CH:37][CH:36]=2)=[CH:43][CH:44]=1)=[O:6]. The yield is 0.620.